From a dataset of Human liver microsome stability data. Regression/Classification. Given a drug SMILES string, predict its absorption, distribution, metabolism, or excretion properties. Task type varies by dataset: regression for continuous measurements (e.g., permeability, clearance, half-life) or binary classification for categorical outcomes (e.g., BBB penetration, CYP inhibition). Dataset: hlm. (1) The molecule is CCOC1(c2ccc(OC)cc2)SC=C(C)n2c1noc2=O. The result is 1 (stable in human liver microsomes). (2) The result is 0 (unstable in human liver microsomes). The molecule is O=C(CO)N1CCC(c2[nH]nc(-c3ccc(Cl)cc3)c2-c2ccncc2)CC1. (3) The molecule is O=C(C(O)c1ccc(Br)cc1)N1CCC(Nc2ccc3[nH]ncc3c2)CC1. The result is 0 (unstable in human liver microsomes). (4) The compound is C[C@H](NS(=O)(=O)c1ccc(-c2sc(-c3nnc(C(C)(C)O)o3)nc2C(=O)N2CCC(F)(F)CC2)c(Cl)c1Cl)C(F)(F)F. The result is 0 (unstable in human liver microsomes). (5) The molecule is COc1ccc(Cl)cc1S(=O)(=O)Nc1ccc2nc(O)c3ccccc3c2c1. The result is 0 (unstable in human liver microsomes). (6) The compound is CC(C)(C(=O)N1CCN(Cc2ccc(Cl)cc2)CC1)S(=O)(=O)c1ccc(C(F)(F)F)cn1. The result is 1 (stable in human liver microsomes). (7) The compound is O=C(N[C@H](Cc1c[nH]c2ccccc12)C(=O)Nc1ccncc1)c1ccc(N2CCN(c3ccc(F)cc3F)CC2)cc1F. The result is 1 (stable in human liver microsomes).